From a dataset of Forward reaction prediction with 1.9M reactions from USPTO patents (1976-2016). Predict the product of the given reaction. (1) Given the reactants [O:1]=[C:2]1[CH2:7][CH2:6][N:5]([C:8]([O:10][C:11]([CH3:14])([CH3:13])[CH3:12])=[O:9])[CH2:4][CH2:3]1.N1CCCC1.C(N(CC)CC)C.Br[CH2:28][CH:29]([CH2:34]Br)[C:30]([O:32][CH3:33])=[O:31], predict the reaction product. The product is: [C:11]([O:10][C:8]([N:5]1[CH2:4][CH:3]2[C:2](=[O:1])[CH:7]([CH2:28][CH:29]([C:30]([O:32][CH3:33])=[O:31])[CH2:34]2)[CH2:6]1)=[O:9])([CH3:14])([CH3:13])[CH3:12]. (2) Given the reactants [CH3:1][O:2][C:3](=[O:24])[C:4]1[CH:9]=[CH:8][CH:7]=[C:6]([NH:10][C:11](=O)[CH2:12][NH:13][C:14]2[CH:19]=[CH:18][CH:17]=[C:16]([CH:20]([CH3:22])[CH3:21])[CH:15]=2)[CH:5]=1.B.C1COCC1, predict the reaction product. The product is: [CH3:1][O:2][C:3](=[O:24])[C:4]1[CH:9]=[CH:8][CH:7]=[C:6]([NH:10][CH2:11][CH2:12][NH:13][C:14]2[CH:19]=[CH:18][CH:17]=[C:16]([CH:20]([CH3:21])[CH3:22])[CH:15]=2)[CH:5]=1. (3) Given the reactants [C:1]1([CH:7]2O[CH:10]([CH2:12][CH2:13][OH:14])[C:9](=[C:15]=[CH2:16])[CH2:8]2)[CH:6]=[CH:5][CH:4]=[CH:3][CH:2]=1.[OH2:17].[C:18]([O:21][CH2:22][CH3:23])(=[O:20])C, predict the reaction product. The product is: [C:1]1([CH:7]2[O:17][CH:10]3[CH2:12][CH2:13][O:14][C:9]3([C:15](=[CH2:16])[C:18]([O:21][CH2:22][CH3:23])=[O:20])[CH2:8]2)[CH:6]=[CH:5][CH:4]=[CH:3][CH:2]=1. (4) Given the reactants [CH2:1]([N:3]([CH2:19][CH3:20])[CH2:4][CH2:5][N:6]1[C:15]2[C:10](=[CH:11][C:12]([N+:16]([O-])=O)=[CH:13][CH:14]=2)[CH2:9][CH2:8][CH2:7]1)[CH3:2].[H][H], predict the reaction product. The product is: [CH2:19]([N:3]([CH2:1][CH3:2])[CH2:4][CH2:5][N:6]1[C:15]2[C:10](=[CH:11][C:12]([NH2:16])=[CH:13][CH:14]=2)[CH2:9][CH2:8][CH2:7]1)[CH3:20]. (5) Given the reactants [CH2:1]([O:8][C:9]1[CH:10]=[N:11][C:12]2[CH2:13][CH2:14][NH:15][C:16](=[O:19])[C:17]=2[CH:18]=1)[C:2]1[CH:7]=[CH:6][CH:5]=[CH:4][CH:3]=1.[H-].[Na+].[CH3:22]I, predict the reaction product. The product is: [CH2:1]([O:8][C:9]1[CH:10]=[N:11][C:12]2[CH2:13][CH2:14][N:15]([CH3:22])[C:16](=[O:19])[C:17]=2[CH:18]=1)[C:2]1[CH:3]=[CH:4][CH:5]=[CH:6][CH:7]=1. (6) Given the reactants [F:1][C:2]1[CH:3]=[CH:4][CH:5]=[C:6]2[C:11]=1[CH:10]([C:12]1[CH:17]=[CH:16][C:15]([C:18]([F:21])([F:20])[F:19])=[CH:14][CH:13]=1)[NH:9][CH2:8][CH2:7]2.C(N(C(C)C)CC)(C)C.[F:31][C:32]1[CH:37]=[CH:36][C:35]([N:38]=[C:39]=[O:40])=[CH:34][CH:33]=1, predict the reaction product. The product is: [F:1][C:2]1[CH:3]=[CH:4][CH:5]=[C:6]2[C:11]=1[CH:10]([C:12]1[CH:17]=[CH:16][C:15]([C:18]([F:21])([F:19])[F:20])=[CH:14][CH:13]=1)[N:9]([C:39]([NH:38][C:35]1[CH:36]=[CH:37][C:32]([F:31])=[CH:33][CH:34]=1)=[O:40])[CH2:8][CH2:7]2.